This data is from Full USPTO retrosynthesis dataset with 1.9M reactions from patents (1976-2016). The task is: Predict the reactants needed to synthesize the given product. (1) Given the product [CH2:1]([O:9][C:10]1[CH:11]=[C:12]([CH2:25][C:26]([OH:28])=[O:27])[CH:13]=[CH:14][C:15]=1[O:16][CH2:17][CH2:18][CH2:19][CH2:20][CH2:21][CH2:22][CH2:23][CH3:24])[CH2:2][CH2:3][CH2:4][CH2:5][CH2:6][CH2:7][CH3:8], predict the reactants needed to synthesize it. The reactants are: [CH2:1]([O:9][C:10]1[CH:11]=[C:12]([CH2:25][C:26]([O:28]C)=[O:27])[CH:13]=[CH:14][C:15]=1[O:16][CH2:17][CH2:18][CH2:19][CH2:20][CH2:21][CH2:22][CH2:23][CH3:24])[CH2:2][CH2:3][CH2:4][CH2:5][CH2:6][CH2:7][CH3:8].Cl. (2) Given the product [NH2:38][C:33]1[N:32]=[C:31]([CH2:30][O:29][CH2:28][C@H:18]2[NH:19][CH2:20][C@H:16]([O:15][CH2:14][C:12]3[N:13]=[C:8]([NH2:3])[CH:9]=[C:10]([CH3:45])[CH:11]=3)[CH2:17]2)[CH:36]=[C:35]([CH3:37])[CH:34]=1, predict the reactants needed to synthesize it. The reactants are: CC1[N:3]([C:8]2[N:13]=[C:12]([CH2:14][O:15][C@H:16]3[CH2:20][N:19](C(OC(C)(C)C)=O)[C@H:18]([CH2:28][O:29][CH2:30][C:31]4[CH:36]=[C:35]([CH3:37])[CH:34]=[C:33]([N:38]5C(C)=CC=C5C)[N:32]=4)[CH2:17]3)[CH:11]=[C:10]([CH3:45])[CH:9]=2)C(C)=CC=1.NO.Cl.O.[OH-].[Na+]. (3) Given the product [Br:12][CH2:9][C:8]([C:5]1[CH:6]=[CH:7][C:2]([OH:1])=[CH:3][C:4]=1[CH3:11])=[O:10], predict the reactants needed to synthesize it. The reactants are: [OH:1][C:2]1[CH:7]=[CH:6][C:5]([C:8](=[O:10])[CH3:9])=[C:4]([CH3:11])[CH:3]=1.[Br:12]Br. (4) Given the product [CH2:5]([O:4][C:2]([N:11]=[C:10]=[S:9])=[O:3])[CH:6]([CH3:8])[CH3:7], predict the reactants needed to synthesize it. The reactants are: Cl[C:2]([O:4][CH2:5][CH:6]([CH3:8])[CH3:7])=[O:3].[S-:9][C:10]#[N:11].N1C2C(=CC=CC=2)C=CC=1.C([O-])([O-])=O.[Na+].[Na+]. (5) Given the product [F:12][C:13]1[CH:18]=[CH:17][C:16]([CH:5]2[CH2:4][CH2:3][N:2]([CH3:1])[CH2:7][CH:6]2[C:8]([O:10][CH3:11])=[O:9])=[CH:15][CH:14]=1, predict the reactants needed to synthesize it. The reactants are: [CH3:1][N:2]1[CH2:7][C:6]([C:8]([O:10][CH3:11])=[O:9])=[CH:5][CH2:4][CH2:3]1.[F:12][C:13]1[CH:18]=[CH:17][C:16]([Mg]Br)=[CH:15][CH:14]=1.FC(F)(F)C(O)=O.Cl.[OH-].[NH4+]. (6) The reactants are: [NH2:1][C:2]1[CH:3]=[C:4]([S:14]([NH:17][CH3:18])(=[O:16])=[O:15])[CH:5]=[CH:6][C:7]=1[O:8][CH2:9][C:10]([F:13])([F:12])[F:11].Cl[C:20]1[C:29]2[C:24](=[CH:25][C:26]([O:32][CH2:33][C:34]3[CH:39]=[CH:38][CH:37]=[CH:36][CH:35]=3)=[C:27]([O:30][CH3:31])[CH:28]=2)[N:23]=[CH:22][N:21]=1. Given the product [CH3:18][NH:17][S:14]([C:4]1[CH:5]=[CH:6][C:7]([O:8][CH2:9][C:10]([F:11])([F:13])[F:12])=[C:2]([NH:1][C:20]2[C:29]3[C:24](=[CH:25][C:26]([O:32][CH2:33][C:34]4[CH:39]=[CH:38][CH:37]=[CH:36][CH:35]=4)=[C:27]([O:30][CH3:31])[CH:28]=3)[N:23]=[CH:22][N:21]=2)[CH:3]=1)(=[O:15])=[O:16], predict the reactants needed to synthesize it. (7) The reactants are: [P:1]([O:19][CH2:20][CH2:21][C:22]([CH3:26])([CH3:25])[CH2:23][OH:24])([O:11][CH2:12][C:13]1[CH:18]=[CH:17][CH:16]=[CH:15][CH:14]=1)([O:3][CH2:4][C:5]1[CH:10]=[CH:9][CH:8]=[CH:7][CH:6]=1)=[O:2].[Cr](O[Cr]([O-])(=O)=O)([O-])(=O)=[O:28].[NH+]1C=CC=CC=1.[NH+]1C=CC=CC=1.C(O)(=O)CC(CC(O)=O)(C(O)=O)O. Given the product [CH2:4]([O:3][P:1]([O:19][CH2:20][CH2:21][C:22]([CH3:26])([CH3:25])[C:23]([OH:28])=[O:24])([O:11][CH2:12][C:13]1[CH:14]=[CH:15][CH:16]=[CH:17][CH:18]=1)=[O:2])[C:5]1[CH:6]=[CH:7][CH:8]=[CH:9][CH:10]=1, predict the reactants needed to synthesize it. (8) Given the product [Br:1][C:2]1[CH:7]=[CH:6][CH:5]=[CH:4][C:3]=1[C:8]1[C:9](=[O:10])[C:11]2[C:12](=[CH:13][C:14]([OH:18])=[C:15]([Cl:17])[CH:16]=2)[O:19][C:20]=1[CH3:21], predict the reactants needed to synthesize it. The reactants are: [Br:1][C:2]1[CH:7]=[CH:6][CH:5]=[CH:4][C:3]=1[CH2:8][C:9]([C:11]1[CH:16]=[C:15]([Cl:17])[C:14]([OH:18])=[CH:13][C:12]=1[OH:19])=[O:10].[C:20](OC(=O)C)(=O)[CH3:21].C(=O)([O-])[O-].[K+].[K+].